This data is from Full USPTO retrosynthesis dataset with 1.9M reactions from patents (1976-2016). The task is: Predict the reactants needed to synthesize the given product. Given the product [CH3:1][C:2]1[CH:7]=[C:6]([CH3:8])[N:5]=[C:4]2[S:9][N:10]=[C:11]([O:12][CH2:13][C:14]([N:17]3[CH2:22][CH2:21][O:20][CH2:19][CH2:18]3)=[O:16])[C:3]=12, predict the reactants needed to synthesize it. The reactants are: [CH3:1][C:2]1[CH:7]=[C:6]([CH3:8])[N:5]=[C:4]2[S:9][N:10]=[C:11]([O:12][CH2:13][C:14]([OH:16])=O)[C:3]=12.[NH:17]1[CH2:22][CH2:21][O:20][CH2:19][CH2:18]1.CCN=C=NCCCN(C)C.CCN(C(C)C)C(C)C.